Predict the reaction yield, written as a fraction of the theoretical maximum amount of product (1.0 means a 100% yield; for example, 0.34 means a 34% yield). From a dataset of Reaction yield outcomes from USPTO patents with 853,638 reactions. (1) The reactants are C([C@@H]1N(C(=O)C2C=CC(OC3C=CC=CC=3)=CC=2)C[C@H](CC(C)C)NC1=O)C(C)C.[CH2:31]([C@@H:35]1[NH:40][CH2:39][C@H:38]([CH2:41][CH:42]([CH3:44])[CH3:43])[NH:37][C:36]1=[O:45])[CH:32]([CH3:34])[CH3:33].[F:46][C:47]([F:60])([F:59])[C:48]1[CH:53]=[CH:52][C:51]([C:54]#[C:55][C:56](O)=[O:57])=[CH:50][CH:49]=1. No catalyst specified. The product is [CH2:31]([C@@H:35]1[N:40]([C:56](=[O:57])[C:55]#[C:54][C:51]2[CH:52]=[CH:53][C:48]([C:47]([F:59])([F:60])[F:46])=[CH:49][CH:50]=2)[CH2:39][C@H:38]([CH2:41][CH:42]([CH3:44])[CH3:43])[NH:37][C:36]1=[O:45])[CH:32]([CH3:34])[CH3:33]. The yield is 0.404. (2) The reactants are Cl.C(N=C=NCCCN(C)C)C.[F:13][C:14]([F:41])([F:40])[C:15]1[N:16]=[CH:17][N:18]([C:20]2[CH:39]=[CH:38][C:23]([O:24][CH:25]([C:29]3[CH:37]=[CH:36][C:32]([C:33]([OH:35])=O)=[CH:31][CH:30]=3)[CH2:26][CH2:27][CH3:28])=[CH:22][CH:21]=2)[CH:19]=1.Cl.[NH2:43][CH2:44][CH2:45][C:46]([O:48][CH3:49])=[O:47].ON1C2N=CC=CC=2N=N1.C(N(CC)CC)C. The catalyst is ClCCl. The product is [F:40][C:14]([F:13])([F:41])[C:15]1[N:16]=[CH:17][N:18]([C:20]2[CH:39]=[CH:38][C:23]([O:24][CH:25]([C:29]3[CH:37]=[CH:36][C:32]([C:33]([NH:43][CH2:44][CH2:45][C:46]([O:48][CH3:49])=[O:47])=[O:35])=[CH:31][CH:30]=3)[CH2:26][CH2:27][CH3:28])=[CH:22][CH:21]=2)[CH:19]=1. The yield is 0.900. (3) The reactants are Br[C:2]1[CH:3]=[C:4]([C:8]2[CH:20]=[CH:19][C:11]3[NH:12][C:13](=[O:18])[O:14][C:15]([CH3:17])([CH3:16])[C:10]=3[CH:9]=2)[CH:5]=[CH:6][CH:7]=1.[CH3:21][Si:22]([C:25]#[CH:26])([CH3:24])[CH3:23]. The catalyst is C(N(CC)CC)C.[Pd].C1(P(C2C=CC=CC=2)C2C=CC=CC=2)C=CC=CC=1.C1(P(C2C=CC=CC=2)C2C=CC=CC=2)C=CC=CC=1.C1(P(C2C=CC=CC=2)C2C=CC=CC=2)C=CC=CC=1.C1(P(C2C=CC=CC=2)C2C=CC=CC=2)C=CC=CC=1. The product is [CH3:16][C:15]1([CH3:17])[O:14][C:13](=[O:18])[NH:12][C:11]2[CH:19]=[CH:20][C:8]([C:4]3[CH:5]=[CH:6][CH:7]=[C:2]([C:26]#[C:25][Si:22]([CH3:24])([CH3:23])[CH3:21])[CH:3]=3)=[CH:9][C:10]1=2. The yield is 0.920. (4) The reactants are Cl[C:2]1[CH:11]=[CH:10][N:9]=[C:8]2[C:3]=1[CH:4]=[CH:5][C:6]([C:12]1[S:13][CH:14]=[CH:15][N:16]=1)=[N:7]2.[F:17][C:18]1[CH:23]=[CH:22][C:21](B2OC(C)(C)C(C)(C)O2)=[CH:20][C:19]=1[C:33]1[C:34]([C:39]#[N:40])=[CH:35][CH:36]=[CH:37][CH:38]=1. No catalyst specified. The product is [F:17][C:18]1[CH:23]=[CH:22][C:21]([C:2]2[C:3]3[C:8](=[N:7][C:6]([C:12]4[S:13][CH:14]=[CH:15][N:16]=4)=[CH:5][CH:4]=3)[N:9]=[CH:10][CH:11]=2)=[CH:20][C:19]=1[C:33]1[C:34]([C:39]#[N:40])=[CH:35][CH:36]=[CH:37][CH:38]=1. The yield is 0.590. (5) The reactants are [CH3:1][NH:2][CH:3]1[CH2:7][CH2:6][CH2:5][CH2:4]1.[C:8]([Cl:11])(Cl)=[O:9]. The catalyst is C1COCC1.CCOC(C)=O. The product is [CH:3]1([N:2]([CH3:1])[C:8]([Cl:11])=[O:9])[CH2:7][CH2:6][CH2:5][CH2:4]1. The yield is 0.800.